This data is from Reaction yield outcomes from USPTO patents with 853,638 reactions. The task is: Predict the reaction yield, written as a fraction of the theoretical maximum amount of product (1.0 means a 100% yield; for example, 0.34 means a 34% yield). (1) The reactants are Cl[C:2]1[N:7]=[C:6]([N:8]2[CH2:13][CH2:12][O:11][CH2:10][CH2:9]2)[N:5]=[C:4]([N:14]2[C:18]3[CH:19]=[CH:20][CH:21]=[CH:22][C:17]=3[N:16]=[C:15]2[CH:23]([F:25])[F:24])[N:3]=1.[NH2:26][CH2:27][C:28]1[CH:33]=[CH:32][N:31]=[CH:30][CH:29]=1. The yield is 0.260. The catalyst is O1CCOCC1.O. The product is [F:24][CH:23]([F:25])[C:15]1[N:14]([C:4]2[N:5]=[C:6]([N:8]3[CH2:13][CH2:12][O:11][CH2:10][CH2:9]3)[N:7]=[C:2]([NH:26][CH2:27][C:28]3[CH:33]=[CH:32][N:31]=[CH:30][CH:29]=3)[N:3]=2)[C:18]2[CH:19]=[CH:20][CH:21]=[CH:22][C:17]=2[N:16]=1. (2) The reactants are [CH2:1]([C:3]1[N:7]([C:8]2[N:16]=[C:15]3[C:11]([N:12]=[CH:13][N:14]3[CH3:17])=[C:10]([N:18]3[CH2:23][CH2:22][O:21][CH2:20][CH2:19]3)[N:9]=2)[C:6]2[CH:24]=[CH:25][CH:26]=[CH:27][C:5]=2[N:4]=1)[CH3:2].CN(CCN(C)C)C.[Li]CCCC.[C:41]([O:45][C:46]([N:48]1[CH2:51][C:50](=[O:52])[CH2:49]1)=[O:47])([CH3:44])([CH3:43])[CH3:42]. The catalyst is C1COCC1. The product is [C:41]([O:45][C:46]([N:48]1[CH2:51][C:50]([C:13]2[N:14]([CH3:17])[C:15]3[C:11]([N:12]=2)=[C:10]([N:18]2[CH2:23][CH2:22][O:21][CH2:20][CH2:19]2)[N:9]=[C:8]([N:7]2[C:6]4[CH:24]=[CH:25][CH:26]=[CH:27][C:5]=4[N:4]=[C:3]2[CH2:1][CH3:2])[N:16]=3)([OH:52])[CH2:49]1)=[O:47])([CH3:44])([CH3:42])[CH3:43]. The yield is 0.640. (3) The reactants are [CH:1]([C:4]1[CH:9]=[C:8]([O:10][CH3:11])[CH:7]=[CH:6][C:5]=1[S:12]([C:15]1[CH:20]=[CH:19][C:18]([CH3:21])=[CH:17][CH:16]=1)(=[O:14])=[O:13])([CH3:3])[CH3:2].[I:22]Cl.C([O-])(O)=O.[Na+]. The catalyst is CC(O)=O.O. The product is [I:22][C:7]1[CH:6]=[C:5]([S:12]([C:15]2[CH:16]=[CH:17][C:18]([CH3:21])=[CH:19][CH:20]=2)(=[O:13])=[O:14])[C:4]([CH:1]([CH3:3])[CH3:2])=[CH:9][C:8]=1[O:10][CH3:11]. The yield is 0.890. (4) The reactants are CC1(C)[O:7][CH2:6][C:5]([NH:35]C(=O)OC(C)(C)C)([C:8]2[O:9][C:10]3[CH:16]=[CH:15][C:14]([C:17]4[N:21]=[C:20]([C:22]5[CH:27]=[CH:26][C:25]([O:28][CH2:29][CH2:30][CH3:31])=[C:24]([N+:32]([O-:34])=[O:33])[CH:23]=5)[O:19][N:18]=4)=[CH:13][C:11]=3[CH:12]=2)[CH2:4][O:3]1.ClC1C=C(C2ON=C(C3C=CC4OC(C5(NC(=O)OC(C)(C)C)COC(C)(C)OC5)=CC=4C=3)N=2)C=CC=1OCCC. No catalyst specified. The product is [NH2:35][C:5]([C:8]1[O:9][C:10]2[CH:16]=[CH:15][C:14]([C:17]3[N:21]=[C:20]([C:22]4[CH:27]=[CH:26][C:25]([O:28][CH2:29][CH2:30][CH3:31])=[C:24]([N+:32]([O-:34])=[O:33])[CH:23]=4)[O:19][N:18]=3)=[CH:13][C:11]=2[CH:12]=1)([CH2:4][OH:3])[CH2:6][OH:7]. The yield is 0.490. (5) The reactants are Cl[C:2]1[C:7]([N+:8]([O-:10])=[O:9])=[CH:6][C:5]([N+:11]([O-:13])=[O:12])=[CH:4][C:3]=1[C:14]([F:17])([F:16])[F:15].[NH:18]1[CH2:23][CH2:22][S:21][CH2:20][CH2:19]1. The catalyst is ClCCl. The product is [S:21]1[CH2:22][CH2:23][N:18]([C:2]2[C:3]([C:14]([F:17])([F:16])[F:15])=[CH:4][C:5]([N+:11]([O-:13])=[O:12])=[CH:6][C:7]=2[N+:8]([O-:10])=[O:9])[CH2:19][CH2:20]1. The yield is 0.740. (6) The reactants are C([N:8]1[CH2:14][CH2:13][C:12]2[CH:15]=[CH:16][O:17][C:11]=2[CH2:10][CH2:9]1)C1C=CC=CC=1.[Cl:18]C(OC(Cl)C)=O. The catalyst is ClC(Cl)C.C(Cl)Cl.CO. The product is [ClH:18].[O:17]1[C:11]2[CH2:10][CH2:9][NH:8][CH2:14][CH2:13][C:12]=2[CH:15]=[CH:16]1. The yield is 0.870. (7) The product is [Cl:1][C:2]1[CH:7]=[CH:6][C:5]([C:16]2[N:17]=[CH:18][C:13]([NH2:12])=[N:14][CH:15]=2)=[C:4]([F:11])[CH:3]=1. The yield is 0.780. The catalyst is FC(F)(F)C([O-])=O.[Pd+2].FC(F)(F)C([O-])=O.C1(P(C2C=CC=CC=2)C2C=CC=CC=2)C=CC=CC=1.O.C(O)C. The reactants are [Cl:1][C:2]1[CH:7]=[CH:6][C:5](B(O)O)=[C:4]([F:11])[CH:3]=1.[NH2:12][C:13]1[CH:18]=[N:17][C:16](Br)=[CH:15][N:14]=1.C1(C)C=CC=CC=1.C([O-])([O-])=O.[Na+].[Na+]. (8) The reactants are [CH3:1][Si:2]([CH3:10])([CH3:9])[O:3][C:4]([CH3:8])([C:6]#[CH:7])[CH3:5].[Li]CCCC.CON(C)[C:19](=[O:26])[C:20]1[CH:25]=[CH:24][N:23]=[CH:22][CH:21]=1. The catalyst is C1COCC1. The product is [CH3:5][C:4]([O:3][Si:2]([CH3:10])([CH3:9])[CH3:1])([CH3:8])[C:6]#[C:7][C:19]([C:20]1[CH:25]=[CH:24][N:23]=[CH:22][CH:21]=1)=[O:26]. The yield is 0.270. (9) The reactants are O.[OH-].[Cs+].[N:4]1[CH:9]=[CH:8][CH:7]=[CH:6][C:5]=1[CH:10]([NH2:12])[CH3:11].[C:13]([O:17][C:18]([N:20]1[C:24]2[CH:25]=[CH:26][CH:27]=[CH:28][C:23]=2[N:22]=[C:21]1[CH2:29]Cl)=[O:19])([CH3:16])([CH3:15])[CH3:14]. The catalyst is CN(C1C=CN=CC=1)C.CN(C=O)C. The product is [C:13]([O:17][C:18]([N:20]1[C:24]2[CH:25]=[CH:26][CH:27]=[CH:28][C:23]=2[NH:22][CH:21]1[CH2:29][NH:12][CH:10]([C:5]1[CH:6]=[CH:7][CH:8]=[CH:9][N:4]=1)[CH3:11])=[O:19])([CH3:16])([CH3:14])[CH3:15]. The yield is 0.610.